Predict the reaction yield, written as a fraction of the theoretical maximum amount of product (1.0 means a 100% yield; for example, 0.34 means a 34% yield). From a dataset of Reaction yield outcomes from USPTO patents with 853,638 reactions. (1) The reactants are [Br:1][C:2]1[C:3]([O:12][CH3:13])=[CH:4][C:5]([O:10][CH3:11])=[C:6]([CH:9]=1)[CH:7]=[O:8].[CH2:14](O)[CH2:15][OH:16]. The catalyst is C1C=CC=CC=1.C1(C)C=CC(S(O)(=O)=O)=CC=1. The product is [Br:1][C:2]1[C:3]([O:12][CH3:13])=[CH:4][C:5]([O:10][CH3:11])=[C:6]([CH:7]2[O:16][CH2:15][CH2:14][O:8]2)[CH:9]=1. The yield is 0.920. (2) The reactants are [CH:1]1([NH:4][C:5]([C:7]2[N:8]=[N:9][N:10]([C:14]3[CH:19]=[CH:18][C:17]([C:20]([NH:22][CH2:23][CH3:24])=[O:21])=[CH:16][CH:15]=3)[C:11]=2[CH2:12][OH:13])=[O:6])[CH2:3][CH2:2]1.[Br:25][C:26]1[CH:31]=[CH:30][C:29](O)=[CH:28][CH:27]=1.C(P(CCCC)CCCC)CCC.C1CCN(C(N=NC(N2CCCCC2)=O)=O)CC1. The catalyst is C1COCC1.C1(C)C=CC=CC=1. The product is [Br:25][C:26]1[CH:31]=[CH:30][C:29]([O:13][CH2:12][C:11]2[N:10]([C:14]3[CH:19]=[CH:18][C:17]([C:20]([NH:22][CH2:23][CH3:24])=[O:21])=[CH:16][CH:15]=3)[N:9]=[N:8][C:7]=2[C:5]([NH:4][CH:1]2[CH2:2][CH2:3]2)=[O:6])=[CH:28][CH:27]=1. The yield is 0.950. (3) The reactants are [H][H].[NH3:3].C([O:8][C:9](=[O:40])[CH2:10][O:11][C:12]1[N:20]=[C:19]2[C:15]([N:16]=[CH:17][N:18]2[C@@H:21]2[O:33][C@H:32]([CH2:34][O:35]C(=O)C)[C@@H:27]([O:28]C(=O)C)[C@H:22]2[O:23]C(=O)C)=[C:14](Cl)[N:13]=1)(C)(C)C. No catalyst specified. The product is [C:9]([CH2:10][O:11][C:12]1[N:13]=[C:14]([NH2:3])[C:15]2[N:16]=[CH:17][N:18]([C:19]=2[N:20]=1)[C@@H:21]1[O:33][C@H:32]([CH2:34][OH:35])[C@@H:27]([OH:28])[C@H:22]1[OH:23])([OH:8])=[O:40]. The yield is 0.700. (4) The reactants are [Cl:1][C:2]1[N:7]=[C:6](Cl)[CH:5]=[CH:4][N:3]=1.[F:9][C:10]1[CH:16]=[CH:15][C:14]([O:17][CH3:18])=[CH:13][C:11]=1[NH2:12].CCN(C(C)C)C(C)C. The catalyst is CC(O)C. The product is [Cl:1][C:2]1[N:7]=[C:6]([NH:12][C:11]2[CH:13]=[C:14]([O:17][CH3:18])[CH:15]=[CH:16][C:10]=2[F:9])[CH:5]=[CH:4][N:3]=1. The yield is 0.646.